Task: Predict the product of the given reaction.. Dataset: Forward reaction prediction with 1.9M reactions from USPTO patents (1976-2016) (1) Given the reactants [C:1]([N:8]1[CH2:12][CH2:11][C@@H:10]([OH:13])[CH2:9]1)([O:3][C:4]([CH3:7])([CH3:6])[CH3:5])=[O:2].[CH:14]([Li])([CH2:16]C)[CH3:15].COS(OC)(=O)=O, predict the reaction product. The product is: [C:1]([N:8]1[CH2:9][C@H:10]([OH:13])[CH2:11][C@@H:12]1[CH2:16][CH:14]=[CH2:15])([O:3][C:4]([CH3:7])([CH3:6])[CH3:5])=[O:2]. (2) The product is: [O:13]=[C:3]1[C:4]2[C:9](=[CH:8][CH:7]=[CH:6][CH:5]=2)[C:10](=[O:12])[CH:11]=[C:2]1[NH:1][C:22]([CH:16]1[CH2:21][CH2:20][CH2:19][CH2:18][CH2:17]1)=[O:23]. Given the reactants [NH2:1][C:2]1[C:3](=[O:13])[C:4]2[C:9]([C:10](=[O:12])[CH:11]=1)=[CH:8][CH:7]=[CH:6][CH:5]=2.[H-].[Na+].[CH:16]1([C:22](Cl)=[O:23])[CH2:21][CH2:20][CH2:19][CH2:18][CH2:17]1, predict the reaction product.